Dataset: Reaction yield outcomes from USPTO patents with 853,638 reactions. Task: Predict the reaction yield, written as a fraction of the theoretical maximum amount of product (1.0 means a 100% yield; for example, 0.34 means a 34% yield). (1) The reactants are C([O:4][C@H:5]1[CH2:8][C@H:7]([C:9]([N:11]2[CH2:17][CH2:16][CH2:15][N:14]([CH:18]3[CH2:21][CH2:20][CH2:19]3)[CH2:13][CH2:12]2)=[O:10])[CH2:6]1)(=O)C.C1COCC1.O.O[Li].O. The catalyst is O. The product is [CH:18]1([N:14]2[CH2:15][CH2:16][CH2:17][N:11]([C:9]([C@H:7]3[CH2:8][C@H:5]([OH:4])[CH2:6]3)=[O:10])[CH2:12][CH2:13]2)[CH2:21][CH2:20][CH2:19]1. The yield is 0.930. (2) The reactants are C([O-])([O-])=O.[Cs+].[Cs+].[CH3:7][S:8]([N:11]1[CH2:16][CH2:15][C:14]2[NH:17][N:18]=[C:19]([C:20]3[CH:25]=[CH:24][C:23]([C:26]([F:29])([F:28])[F:27])=[CH:22][CH:21]=3)[C:13]=2[CH2:12]1)(=[O:10])=[O:9].Br[CH2:31][CH2:32][CH2:33][OH:34].CO. The catalyst is CN(C=O)C.O. The product is [CH3:7][S:8]([N:11]1[CH2:16][CH2:15][C:14]2[N:17]([CH2:31][CH2:32][CH2:33][OH:34])[N:18]=[C:19]([C:20]3[CH:21]=[CH:22][C:23]([C:26]([F:29])([F:27])[F:28])=[CH:24][CH:25]=3)[C:13]=2[CH2:12]1)(=[O:9])=[O:10]. The yield is 0.546. (3) The reactants are Br[C:2]1[CH:13]=[N:12][C:5]2[NH:6][CH2:7][C:8](=[O:11])[NH:9][CH2:10][C:4]=2[CH:3]=1.[C:14]([O:18][C:19]([CH3:22])([CH3:21])[CH3:20])(=[O:17])[CH:15]=[CH2:16].C(N(C(C)C)CC)(C)C. The catalyst is CN(C=O)C.C([O-])(=O)C.[Pd+2].C([O-])(=O)C. The product is [C:19]([O:18][C:14](=[O:17])[CH:15]=[CH:16][C:2]1[CH:13]=[N:12][C:5]2[NH:6][CH2:7][C:8](=[O:11])[NH:9][CH2:10][C:4]=2[CH:3]=1)([CH3:22])([CH3:21])[CH3:20]. The yield is 0.520. (4) The reactants are [I:1][C:2]1[CH:3]=[C:4]([N+:9]([O-])=O)[C:5]([Cl:8])=[N:6][CH:7]=1.Cl. The catalyst is O.[Fe].C(O)C. The product is [I:1][C:2]1[CH:3]=[C:4]([NH2:9])[C:5]([Cl:8])=[N:6][CH:7]=1. The yield is 0.920.